The task is: Predict which catalyst facilitates the given reaction.. This data is from Catalyst prediction with 721,799 reactions and 888 catalyst types from USPTO. (1) Reactant: [Cl:1][C:2]([Cl:27])=[CH:3][CH2:4][O:5][C:6]1[CH:11]=[C:10]([Cl:12])[C:9]([N:13]2[CH2:18][CH2:17][N:16](C(OC(C)(C)C)=O)[CH2:15][CH2:14]2)=[C:8]([Cl:26])[CH:7]=1.[Cl-].[Al+3].[Cl-].[Cl-].[OH-].[Na+]. Product: [Cl:27][C:2]([Cl:1])=[CH:3][CH2:4][O:5][C:6]1[CH:7]=[C:8]([Cl:26])[C:9]([N:13]2[CH2:14][CH2:15][NH:16][CH2:17][CH2:18]2)=[C:10]([Cl:12])[CH:11]=1. The catalyst class is: 2. (2) Reactant: [CH3:1][O:2][C:3]1[CH:12]=[C:11]([C:13]([O:15][CH3:16])=[O:14])[C:10]([N+:17]([O-])=O)=[CH:9][C:4]=1[C:5]([O:7][CH3:8])=[O:6]. Product: [NH2:17][C:10]1[CH:9]=[C:4]([C:5]([O:7][CH3:8])=[O:6])[C:3]([O:2][CH3:1])=[CH:12][C:11]=1[C:13]([O:15][CH3:16])=[O:14]. The catalyst class is: 19. (3) Reactant: [CH:1]1[N:5]=[CH:4][N:3]([CH2:6][C:7]([P:13]([OH:16])([OH:15])=[O:14])([P:9]([OH:12])([OH:11])=[O:10])[OH:8])[CH:2]=1.[OH-:17].[Na+:18].[Na]. Product: [CH:1]1[N:5]=[CH:4][N:3]([CH2:6][C:7]([P:9]([O-:12])([OH:11])=[O:10])([P:13]([O-:15])([OH:16])=[O:14])[OH:8])[CH:2]=1.[OH2:17].[OH2:8].[OH2:8].[OH2:8].[Na+:18].[Na+:18]. The catalyst class is: 6. (4) Reactant: Br[C:2]1[C:10]2[O:9][C:8]([C:11]3[CH:16]=[CH:15][C:14]([O:17][Si:18]([C:21]([CH3:24])([CH3:23])[CH3:22])([CH3:20])[CH3:19])=[C:13]([F:25])[CH:12]=3)=[N:7][C:6]=2[CH:5]=[C:4]([O:26][Si:27]([C:30]([CH3:33])([CH3:32])[CH3:31])([CH3:29])[CH3:28])[CH:3]=1.[CH2:34]([Sn](CCCC)(CCCC)C=C)[CH2:35]CC.CC1C=CC(C)=CC=1. Product: [Si:27]([O:26][C:4]1[CH:3]=[C:2]([CH:34]=[CH2:35])[C:10]2[O:9][C:8]([C:11]3[CH:16]=[CH:15][C:14]([O:17][Si:18]([C:21]([CH3:24])([CH3:23])[CH3:22])([CH3:20])[CH3:19])=[C:13]([F:25])[CH:12]=3)=[N:7][C:6]=2[CH:5]=1)([C:30]([CH3:33])([CH3:31])[CH3:32])([CH3:29])[CH3:28]. The catalyst class is: 27.